The task is: Predict the product of the given reaction.. This data is from Forward reaction prediction with 1.9M reactions from USPTO patents (1976-2016). Given the reactants CO[C:3]([C:5]1[C:6]([OH:28])=[C:7]2[C:12](=[CH:13][N:14]=1)[N:11]([CH2:15][C:16]1[S:17][CH:18]=[CH:19][N:20]=1)[C:10](=[O:21])[C:9]([C:22]1[CH:27]=[CH:26][CH:25]=[CH:24][CH:23]=1)=[CH:8]2)=[O:4].[NH2:29][CH2:30][CH2:31][C:32]([OH:34])=[O:33].C[O-].[Na+], predict the reaction product. The product is: [OH:28][C:6]1[C:5]([C:3]([NH:29][CH2:30][CH2:31][C:32]([OH:34])=[O:33])=[O:4])=[N:14][CH:13]=[C:12]2[C:7]=1[CH:8]=[C:9]([C:22]1[CH:23]=[CH:24][CH:25]=[CH:26][CH:27]=1)[C:10](=[O:21])[N:11]2[CH2:15][C:16]1[S:17][CH:18]=[CH:19][N:20]=1.